Predict the product of the given reaction. From a dataset of Forward reaction prediction with 1.9M reactions from USPTO patents (1976-2016). (1) Given the reactants Cl[C:2]1[N:11]=[C:10](Cl)[C:9]2[C:4](=[CH:5][CH:6]=[CH:7][CH:8]=2)[N:3]=1.[F:13][C:14]([F:23])([F:22])[C:15]1[CH:16]=[C:17]([CH:19]=[CH:20][CH:21]=1)[NH2:18].[CH3:24][C:25]1[CH:29]=[C:28]([CH3:30])[NH:27][N:26]=1, predict the reaction product. The product is: [CH3:24][C:25]1[CH:29]=[C:28]([CH3:30])[N:27]([C:2]2[N:11]=[C:10]([NH:18][C:17]3[CH:19]=[CH:20][CH:21]=[C:15]([C:14]([F:22])([F:23])[F:13])[CH:16]=3)[C:9]3[C:4](=[CH:5][CH:6]=[CH:7][CH:8]=3)[N:3]=2)[N:26]=1. (2) Given the reactants [OH:1][CH:2]1[CH2:6][CH2:5][CH:4]([CH2:7][C:8]2[N:13]=[C:12]([NH:14]C(=O)OC(C)(C)C)[CH:11]=[CH:10][CH:9]=2)[CH2:3]1, predict the reaction product. The product is: [NH2:14][C:12]1[N:13]=[C:8]([CH2:7][CH:4]2[CH2:5][CH2:6][CH:2]([OH:1])[CH2:3]2)[CH:9]=[CH:10][CH:11]=1. (3) Given the reactants Cl[C:2]1[CH:3]=[C:4]([C:8]2[CH:13]=[CH:12][CH:11]=[CH:10][N:9]=2)[CH:5]=[CH:6][CH:7]=1.[N:14]1([C:19]2[CH:20]=[C:21]([NH:25][C:26]3[CH:31]=[CH:30][CH:29]=[CH:28][CH:27]=3)[CH:22]=[CH:23][CH:24]=2)[CH:18]=[CH:17][CH:16]=[N:15]1.CC(C)([O-])C.[Na+].C(P(C(C)(C)C)C1(C)CC1(C1C=CC=CC=1)C1C=CC=CC=1)(C)(C)C.[Cl-].[NH4+], predict the reaction product. The product is: [N:14]1([C:19]2[CH:20]=[C:21]([N:25]([C:2]3[CH:7]=[CH:6][CH:5]=[C:4]([C:8]4[CH:13]=[CH:12][CH:11]=[CH:10][N:9]=4)[CH:3]=3)[C:26]3[CH:27]=[CH:28][CH:29]=[CH:30][CH:31]=3)[CH:22]=[CH:23][CH:24]=2)[CH:18]=[CH:17][CH:16]=[N:15]1. (4) Given the reactants [Cl:1][C:2]1[CH:11]=[CH:10][CH:9]=[C:8]2[C:3]=1[CH2:4][CH2:5][C:6](=[O:12])[NH:7]2.[Br:13]N1C(=O)CCC1=O, predict the reaction product. The product is: [Br:13][C:11]1[C:2]([Cl:1])=[C:3]2[C:8](=[CH:9][CH:10]=1)[NH:7][C:6](=[O:12])[CH2:5][CH2:4]2. (5) Given the reactants [O:1]1[C:5]2[CH:6]=[CH:7][C:8]([CH:10]=[O:11])=[CH:9][C:4]=2[CH2:3][CH2:2]1.C([O-])(=O)C.[Na+].[Br:17]Br, predict the reaction product. The product is: [Br:17][C:6]1[C:5]2[O:1][CH2:2][CH2:3][C:4]=2[CH:9]=[C:8]([CH:10]=[O:11])[CH:7]=1. (6) Given the reactants CC(N(C[C@@H:10]1[CH2:15][C@@H:14]([CH3:16])[CH2:13][N:12]([C:17]2[CH:22]=[C:21]([Cl:23])[N:20]=[C:19]([NH2:24])[N:18]=2)[CH2:11]1)C(=O)[O-])(C)C.C(O)(C(F)(F)F)=O.C[CH2:33][N:34](C(C)C)C(C)C.[CH3:41][C:42]([CH3:48])([CH3:47])[CH2:43][C:44](Cl)=[O:45].C([O-])(O)=O.[Na+], predict the reaction product. The product is: [NH2:24][C:19]1[N:18]=[C:17]([N:12]2[CH2:13][C@H:14]([CH3:16])[CH2:15][C@@H:10]([N:34]([CH3:33])[C:44](=[O:45])[CH2:43][C:42]([CH3:48])([CH3:47])[CH3:41])[CH2:11]2)[CH:22]=[C:21]([Cl:23])[N:20]=1. (7) The product is: [CH3:1][N:2]([CH3:18])[C:3](=[O:17])[C@H:4]([C:10]1[CH:15]=[CH:14][C:13]([O:16][CH2:20][C:21]2[CH:30]=[CH:29][C:28]3[C:27]([CH3:32])([CH3:31])[CH2:26][CH2:25][C:24]([CH3:34])([CH3:33])[C:23]=3[CH:22]=2)=[CH:12][CH:11]=1)[CH2:5][C:6]([OH:8])=[O:7]. Given the reactants [CH3:1][N:2]([CH3:18])[C:3](=[O:17])[C@H:4]([C:10]1[CH:15]=[CH:14][C:13]([OH:16])=[CH:12][CH:11]=1)[CH2:5][C:6]([O:8]C)=[O:7].Br[CH2:20][C:21]1[CH:22]=[C:23]2[C:28](=[CH:29][CH:30]=1)[C:27]([CH3:32])([CH3:31])[CH2:26][CH2:25][C:24]2([CH3:34])[CH3:33].C(=O)([O-])[O-].[Cs+].[Cs+].[OH-].[Na+], predict the reaction product. (8) Given the reactants [Br:1][C:2]1[CH:7]=[CH:6][C:5]([S:8](Cl)(=O)=O)=[C:4]([C:12]([F:15])([F:14])[F:13])[CH:3]=1.[I-].[Na+], predict the reaction product. The product is: [Br:1][C:2]1[CH:7]=[CH:6][C:5]([S:8][S:8][C:5]2[CH:6]=[CH:7][C:2]([Br:1])=[CH:3][C:4]=2[C:12]([F:15])([F:13])[F:14])=[C:4]([C:12]([F:15])([F:14])[F:13])[CH:3]=1. (9) Given the reactants [CH3:1][O:2][C:3]1[C:4]([NH:14][C:15](=[O:19])OCC)=[N:5][C:6]2[C:11]([N:12]=1)=[CH:10][C:9]([CH3:13])=[CH:8][CH:7]=2.[N:20]1[CH:25]=[CH:24][CH:23]=[CH:22][C:21]=1[N:26]1[CH2:31][CH2:30][NH:29][CH2:28][CH2:27]1, predict the reaction product. The product is: [CH3:1][O:2][C:3]1[C:4]([NH:14][C:15]([N:29]2[CH2:30][CH2:31][N:26]([C:21]3[CH:22]=[CH:23][CH:24]=[CH:25][N:20]=3)[CH2:27][CH2:28]2)=[O:19])=[N:5][C:6]2[C:11]([N:12]=1)=[CH:10][C:9]([CH3:13])=[CH:8][CH:7]=2. (10) Given the reactants [CH2:1]([O:3][C:4](=[O:25])[CH2:5][CH:6]1[O:10][B:9]([OH:11])[C:8]2[CH:12]=[C:13]([O:17][C:18]3[CH:23]=[CH:22][N:21]=[C:20](Cl)[N:19]=3)[CH:14]=[C:15]([CH3:16])[C:7]1=2)[CH3:2].[CH3:26][NH:27][CH3:28], predict the reaction product. The product is: [CH2:1]([O:3][C:4](=[O:25])[CH2:5][CH:6]1[O:10][B:9]([OH:11])[C:8]2[CH:12]=[C:13]([O:17][C:18]3[CH:23]=[CH:22][N:21]=[C:20]([N:27]([CH3:28])[CH3:26])[N:19]=3)[CH:14]=[C:15]([CH3:16])[C:7]1=2)[CH3:2].